Predict the reactants needed to synthesize the given product. From a dataset of Full USPTO retrosynthesis dataset with 1.9M reactions from patents (1976-2016). (1) Given the product [CH:5]1([C:3]2[N:17]=[C:16]([C:11]3[CH:12]=[CH:13][CH:14]=[CH:15][C:10]=3[NH2:9])[S:18][CH:2]=2)[CH2:8][CH2:7][CH2:6]1, predict the reactants needed to synthesize it. The reactants are: Br[CH2:2][C:3]([CH:5]1[CH2:8][CH2:7][CH2:6]1)=O.[NH2:9][C:10]1[CH:15]=[CH:14][CH:13]=[CH:12][C:11]=1[C:16](=[S:18])[NH2:17]. (2) Given the product [OH:4][NH:5][C:6]([CH:8]1[CH2:13][CH2:12][CH:11]([O:14][CH3:15])[CH2:10][N:9]1[S:16]([C:19]1[CH:24]=[CH:23][C:22]([O:25][CH2:26][C:27]2[CH:28]=[CH:29][CH:30]=[CH:31][CH:32]=2)=[CH:21][CH:20]=1)(=[O:18])=[O:17])=[O:7], predict the reactants needed to synthesize it. The reactants are: C([O:4][NH:5][C:6]([CH:8]1[CH2:13][CH2:12][CH:11]([O:14][CH3:15])[CH2:10][N:9]1[S:16]([C:19]1[CH:24]=[CH:23][C:22]([O:25][CH2:26][C:27]2[CH:32]=[CH:31][CH:30]=[CH:29][CH:28]=2)=[CH:21][CH:20]=1)(=[O:18])=[O:17])=[O:7])C=C.C([O-])=O.C([NH+](CC)CC)C.C(#N)C. (3) Given the product [O:1]1[CH:5]=[CH:4][CH:3]=[C:2]1[C:6]1[N:10]([C:11]2[CH:12]=[CH:13][C:14]([NH2:17])=[CH:15][CH:16]=2)[N:9]=[C:8]([C:20]([F:23])([F:21])[F:22])[CH:7]=1, predict the reactants needed to synthesize it. The reactants are: [O:1]1[CH:5]=[CH:4][CH:3]=[C:2]1[C:6]1[N:10]([C:11]2[CH:16]=[CH:15][C:14]([N+:17]([O-])=O)=[CH:13][CH:12]=2)[N:9]=[C:8]([C:20]([F:23])([F:22])[F:21])[CH:7]=1. (4) Given the product [NH2:3][OH:1].[F:6][C:7]1[CH:8]=[CH:9][C:10]([N:13]([C:26]2[N:30]([CH3:31])[C:29]3[CH:32]=[CH:33][CH:34]=[CH:35][C:28]=3[N:27]=2)[CH2:14][CH2:15][CH2:16][CH2:17][CH2:18][CH2:19][CH2:20][C:21]([NH:3][OH:1])=[O:23])=[N:11][CH:12]=1, predict the reactants needed to synthesize it. The reactants are: [OH-:1].[K+].[NH2:3]O.Cl.[F:6][C:7]1[CH:8]=[CH:9][C:10]([N:13]([C:26]2[N:30]([CH3:31])[C:29]3[CH:32]=[CH:33][CH:34]=[CH:35][C:28]=3[N:27]=2)[CH2:14][CH2:15][CH2:16][CH2:17][CH2:18][CH2:19][CH2:20][C:21]([O:23]CC)=O)=[N:11][CH:12]=1.